From a dataset of Full USPTO retrosynthesis dataset with 1.9M reactions from patents (1976-2016). Predict the reactants needed to synthesize the given product. (1) Given the product [F:1][C:2]1[CH:7]=[CH:6][C:5]([C@H:8]2[CH2:12][O:11][C:10](=[O:13])[N:9]2[C:14]2[CH:19]=[CH:18][N:17]3[N:20]=[CH:21][C:22]([C:23]4[CH:32]=[CH:31][C:26]([C:27]([NH:29][NH:30][C:33](=[NH:35])[CH3:34])=[O:28])=[CH:25][CH:24]=4)=[C:16]3[N:15]=2)=[CH:4][CH:3]=1, predict the reactants needed to synthesize it. The reactants are: [F:1][C:2]1[CH:7]=[CH:6][C:5]([C@H:8]2[CH2:12][O:11][C:10](=[O:13])[N:9]2[C:14]2[CH:19]=[CH:18][N:17]3[N:20]=[CH:21][C:22]([C:23]4[CH:32]=[CH:31][C:26]([C:27]([NH:29][NH2:30])=[O:28])=[CH:25][CH:24]=4)=[C:16]3[N:15]=2)=[CH:4][CH:3]=1.[CH2:33]([N:35](CC)CC)[CH3:34].Cl.C(=N)(OCC)C.Cl. (2) Given the product [CH3:1][S:2]([N:5]1[C:9]2=[CH:10][CH:11]=[C:12]3[C:17]([N:16]=[C:15]([C:18]4[CH:19]=[CH:20][C:21]([NH:22][C:32](=[O:33])[O:34][CH3:35])=[CH:23][CH:24]=4)[N:14]=[C:13]3[N:25]3[CH2:30][CH2:29][O:28][CH2:27][CH2:26]3)=[C:8]2[CH:7]=[CH:6]1)(=[O:4])=[O:3], predict the reactants needed to synthesize it. The reactants are: [CH3:1][S:2]([N:5]1[C:9]2=[CH:10][CH:11]=[C:12]3[C:17]([N:16]=[C:15]([C:18]4[CH:24]=[CH:23][C:21]([NH2:22])=[CH:20][CH:19]=4)[N:14]=[C:13]3[N:25]3[CH2:30][CH2:29][O:28][CH2:27][CH2:26]3)=[C:8]2[CH:7]=[CH:6]1)(=[O:4])=[O:3].Cl[C:32]([O:34][CH3:35])=[O:33].